This data is from Catalyst prediction with 721,799 reactions and 888 catalyst types from USPTO. The task is: Predict which catalyst facilitates the given reaction. (1) Reactant: [CH3:1][O:2][C:3]([C:5]1[N:6]([NH2:11])[CH:7]=[C:8]([Cl:10])[CH:9]=1)=[O:4].[Cl:12][C:13]1[CH:20]=[CH:19][C:16]([CH:17]=O)=[CH:15][CH:14]=1. Product: [CH3:1][O:2][C:3]([C:5]1[N:6]([N:11]=[CH:17][C:16]2[CH:19]=[CH:20][C:13]([Cl:12])=[CH:14][CH:15]=2)[CH:7]=[C:8]([Cl:10])[CH:9]=1)=[O:4]. The catalyst class is: 5. (2) Reactant: [CH2:1]([O:8][C:9]([NH:11][CH2:12][CH2:13][N:14]1[C:19]2[CH:20]=[C:21]([C:28]([O:30]C)=[O:29])[C:22]([C:24]([F:27])([F:26])[F:25])=[CH:23][C:18]=2[O:17][C@@:16]([CH3:38])([C:32]2[CH:37]=[CH:36][CH:35]=[CH:34][CH:33]=2)[C:15]1=[O:39])=[O:10])[C:2]1[CH:7]=[CH:6][CH:5]=[CH:4][CH:3]=1.[OH-].[Na+]. Product: [CH2:1]([O:8][C:9]([NH:11][CH2:12][CH2:13][N:14]1[C:19]2[CH:20]=[C:21]([C:28]([OH:30])=[O:29])[C:22]([C:24]([F:27])([F:26])[F:25])=[CH:23][C:18]=2[O:17][C@@:16]([CH3:38])([C:32]2[CH:37]=[CH:36][CH:35]=[CH:34][CH:33]=2)[C:15]1=[O:39])=[O:10])[C:2]1[CH:3]=[CH:4][CH:5]=[CH:6][CH:7]=1. The catalyst class is: 12. (3) Reactant: C[O:2][C:3]1[CH:4]=[C:5]([C:9]2[C:10]3[CH2:23][CH2:22][N:21]([C:24]4[CH:29]=[CH:28][N:27]=[C:26]([N:30]5[CH2:35][CH2:34][N:33]([CH3:36])[CH2:32][CH2:31]5)[CH:25]=4)[C:11]=3[N:12]=[C:13]([N:15]3[CH2:20][CH2:19][O:18][CH2:17][CH2:16]3)[N:14]=2)[CH:6]=[CH:7][CH:8]=1.C([S-])C.[Na+].O. Product: [CH3:36][N:33]1[CH2:34][CH2:35][N:30]([C:26]2[CH:25]=[C:24]([N:21]3[C:11]4[N:12]=[C:13]([N:15]5[CH2:16][CH2:17][O:18][CH2:19][CH2:20]5)[N:14]=[C:9]([C:5]5[CH:4]=[C:3]([OH:2])[CH:8]=[CH:7][CH:6]=5)[C:10]=4[CH2:23][CH2:22]3)[CH:29]=[CH:28][N:27]=2)[CH2:31][CH2:32]1. The catalyst class is: 9. (4) Product: [C:27]([CH2:29][CH2:30][CH2:31][C:32]#[C:33][C:2]1[CH:3]=[C:4]([CH:24]=[CH:25][CH:26]=1)[CH2:5][O:6][NH:7][C:8](=[O:23])[C:9]1[CH:14]=[CH:13][CH:12]=[CH:11][C:10]=1[NH:15][CH2:16][C:17]1[CH:22]=[CH:21][N:20]=[CH:19][CH:18]=1)#[N:28]. The catalyst class is: 682. Reactant: I[C:2]1[CH:3]=[C:4]([CH:24]=[CH:25][CH:26]=1)[CH2:5][O:6][NH:7][C:8](=[O:23])[C:9]1[CH:14]=[CH:13][CH:12]=[CH:11][C:10]=1[NH:15][CH2:16][C:17]1[CH:22]=[CH:21][N:20]=[CH:19][CH:18]=1.[C:27]([CH2:29][CH2:30][CH2:31][C:32]#[CH:33])#[N:28]. (5) Reactant: [Cl:1][C:2]1[CH:3]=[CH:4][C:5](O)=[C:6]([CH:10]=1)[C:7]([NH2:9])=[O:8].[C:12]([O-:15])([O-])=O.[K+].[K+].[CH2:18](Br)[C:19]1[CH:24]=[CH:23][CH:22]=[CH:21][CH:20]=1. Product: [Cl:1][C:2]1[CH:3]=[CH:4][C:5]([CH:18]([O:15][CH3:12])[C:19]2[CH:24]=[CH:23][CH:22]=[CH:21][CH:20]=2)=[C:6]([CH:10]=1)[C:7]([NH2:9])=[O:8]. The catalyst class is: 3. (6) Reactant: [CH:1]1[CH:6]=[CH:5][C:4]([NH:7][C:8]2[C:13]([N+:14]([O-])=O)=[CH:12][CH:11]=[CH:10][CH:9]=2)=[CH:3][CH:2]=1.[H][H]. Product: [C:4]1([NH:7][C:8]2[C:13]([NH2:14])=[CH:12][CH:11]=[CH:10][CH:9]=2)[CH:3]=[CH:2][CH:1]=[CH:6][CH:5]=1. The catalyst class is: 63. (7) Reactant: [N:1]1[C:10]2[C:5](=[CH:6][C:7]([OH:11])=[CH:8][CH:9]=2)[CH:4]=[CH:3][CH:2]=1.[CH2:12]([O:19][C:20]1[CH:25]=[CH:24][C:23]([CH2:26]Cl)=[CH:22][CH:21]=1)[C:13]1[CH:18]=[CH:17][CH:16]=[CH:15][CH:14]=1.CC(C)([O-])C.[K+]. Product: [CH2:12]([O:19][C:20]1[CH:21]=[CH:22][C:23]([CH2:26][O:11][C:7]2[CH:6]=[C:5]3[C:10](=[CH:9][CH:8]=2)[N:1]=[CH:2][CH:3]=[CH:4]3)=[CH:24][CH:25]=1)[C:13]1[CH:14]=[CH:15][CH:16]=[CH:17][CH:18]=1. The catalyst class is: 16. (8) Reactant: C[O:2][C:3]1[CH:8]=[CH:7][C:6]([N:9]([CH3:23])[C:10]2[CH:15]=[CH:14][CH:13]=[C:12]([N:16]3[CH2:21][CH2:20][N:19]([CH3:22])[CH2:18][CH2:17]3)[CH:11]=2)=[CH:5][CH:4]=1.B(Br)(Br)Br. Product: [CH3:23][N:9]([C:10]1[CH:15]=[CH:14][CH:13]=[C:12]([N:16]2[CH2:17][CH2:18][N:19]([CH3:22])[CH2:20][CH2:21]2)[CH:11]=1)[C:6]1[CH:5]=[CH:4][C:3]([OH:2])=[CH:8][CH:7]=1. The catalyst class is: 2. (9) Reactant: [OH:1][C@@H:2]([C:16]1[CH:21]=[CH:20][C:19](/[C:22](=[N:24]/O)/[NH2:23])=[CH:18][CH:17]=1)[CH2:3][N:4]1[CH2:9][CH2:8][CH2:7][C@H:6]([CH2:10][C:11]([O:13]CC)=[O:12])[CH2:5]1.CCN(C(C)C)C(C)C.[C:35]1([C:41]2[C:45]([C:46]([F:49])([F:48])[F:47])=[C:44]([C:50](F)=[O:51])[O:43][N:42]=2)[CH:40]=[CH:39][CH:38]=[CH:37][CH:36]=1.CCCC[N+](CCCC)(CCCC)CCCC.[F-].C1COCC1. Product: [OH:1][CH:2]([C:16]1[CH:21]=[CH:20][C:19]([C:22]2[N:24]=[C:50]([C:44]3[O:43][N:42]=[C:41]([C:35]4[CH:40]=[CH:39][CH:38]=[CH:37][CH:36]=4)[C:45]=3[C:46]([F:49])([F:48])[F:47])[O:51][N:23]=2)=[CH:18][CH:17]=1)[CH2:3][N:4]1[CH2:9][CH2:8][CH2:7][C@H:6]([CH2:10][C:11]([OH:13])=[O:12])[CH2:5]1. The catalyst class is: 115.